This data is from Experimentally validated miRNA-target interactions with 360,000+ pairs, plus equal number of negative samples. The task is: Binary Classification. Given a miRNA mature sequence and a target amino acid sequence, predict their likelihood of interaction. (1) The miRNA is hsa-miR-324-5p with sequence CGCAUCCCCUAGGGCAUUGGUG. The protein sequence of the target gene is MQGRVAGSCAPLGLLLVCLHLPGLFARSIGVVEEKVSQNLGTNLPQLGQPSSTGPSNSEHPQPALDPRSNDLARVPLKLSVPASDGFPPAGGSAVQRWPPSWGLPAMDSWPPEDPWQMMAAAAEDRLGEALPEELSYLSSAAALAPGSGPLPGESSPDATGLSPKASLLHQDSESRRLPRSNSLGAGGKILSQRPPWSLIHRVLPDHPWGTLNPSVSWGGGGPGTGWGTRPMPHPEGIWGINNQPPGTSWGNINRYPGGSWGNINRYPGGSWGNINRYPGGSWGNIHLYPGINNPFPPGV.... Result: 0 (no interaction). (2) The miRNA is hsa-miR-515-5p with sequence UUCUCCAAAAGAAAGCACUUUCUG. The protein sequence of the target gene is MSEAYFRVESGALGPEENFLSLDDILMSHEKLPVRTETAMPRLGAFFLERSAGAETDNAVPQGSKLELPLWLAKGLFDNKRRILSVELPKIYQEGWRTVFSADPNVVDLHKMGPHFYGFGSQLLHFDSPENADISQSLLQTFIGRFRRIMDSSQNAYNEDTSALVARLDEMERGLFQTGQKGLNDFQCWEKGQASQITASNLVQNYKKRKFTDMED. Result: 1 (interaction). (3) The miRNA is mmu-miR-135a-1-3p with sequence UAUAGGGAUUGGAGCCGUGGCG. The protein sequence of the target gene is MGRAGTGTGGEAVAAVVAGPLLLLLLARPPPASAGYSGKSEVGLVSEHFSQAPQRLSFYSWYGSARLFRFRVPPDAVLLRWLLQVSRESGAACTDAEITVHFRSGAPPVINPLGTSFPDDTAVQPSFQVGVPLSTTPRSNASVNVSHPAPGDWFVAAHLPPSSQKIELKGLAPTCAYVFQPELLVTRVVEISIMEPDVPLPQTLLSHPSYLKVFVPDYTRELLLELRDCVSNGSLGCPVRLTVGPVTLPSNFQKVLTCTGAPWPCRLLLPSPPWDRWLQVTAESLVGPLGTVAFSAVAAL.... Result: 0 (no interaction). (4) The miRNA is hsa-miR-4452 with sequence UUGAAUUCUUGGCCUUAAGUGAU. The protein sequence of the target gene is MASLGANPRRTPQGPRPGAASSGFPSPAPVPGPREAEEEEVEEEEELAEIHLCVLWNSGYLGIAYYDTSDSTIHFMPDAPDHESLKLLQRVLDEINPQSVVTSAKQDENMTRFLGKLASQEHREPKRPEIIFLPSVDFGLEISKQRLLSGNYSFIPDAMTATEKILFLSSIIPFDCLLTVRALGGLLKFLGRRRIGVELEDYNVSVPILGFKKFMLTHLVNIDQDTYSVLQIFKSESHPSVYKVASGLKEGLSLFGILNRCHCKWGEKLLRLWFTRPTHDLGELSSRLDVIQFFLLPQNL.... Result: 0 (no interaction). (5) The miRNA is hsa-miR-6888-5p with sequence AAGGAGAUGCUCAGGCAGAU. The protein sequence of the target gene is MAAAAVVEFQRAQSLLSTDREASIDILHSIVKRDIQENDEEAVQVKEQSILELGSLLAKTGQAAELGGLLKYVRPFLNSISKAKAARLVRSLLDLFLDMEAATGQEVELCLECIEWAKSEKRTFLRQALEARLVSLYFDTKRYQEALHLGSQLLRELKKMDDKALLVEVQLLESKTYHALSNLPKARAALTSARTTANAIYCPPKLQATLDMQSGIIHAAEEKDWKTAYSYFYEAFEGYDSIDSPKAITSLKYMLLCKIMLNTPEDVQALVSGKLALRYAGRQTEALKCVAQASKNRSLA.... Result: 1 (interaction). (6) The miRNA is cel-miR-784-5p with sequence UGGCACAAUCUGCGUACGUAGA. The protein sequence of the target gene is MQRLLLPSLRALTGSRNVGLLVPRVASRTQCGSSCGSQRPLRPGQYSTITEVALQSGKGTVSLPSRAAERAVGRWLLVCSGTVAGAVILGGVTRLTESGLSMVDWHLIKEMKPPTSQEEWEAEFQKYQQFPEFKILNHDMTLAEFKFIWYMEYSHRMWGRAVGLAYILPAAYFWRKGWLNRGMKGRVLALCGLVCFQGLLGWYMVKSGLEEKPESYDIPRVSQYRLAAHLGSALVLYCASLWTSLSLLLPQHKLPETRQLLWLRRFAGGTAGLVFLTALSGAFVAGLDAGLVYNSFPKMG.... Result: 0 (no interaction).